Task: Regression. Given a peptide amino acid sequence and an MHC pseudo amino acid sequence, predict their binding affinity value. This is MHC class I binding data.. Dataset: Peptide-MHC class I binding affinity with 185,985 pairs from IEDB/IMGT (1) The peptide sequence is MQDVFTFYV. The MHC is HLA-A02:01 with pseudo-sequence HLA-A02:01. The binding affinity (normalized) is 1.00. (2) The peptide sequence is YIFWIRTPR. The MHC is HLA-A26:01 with pseudo-sequence HLA-A26:01. The binding affinity (normalized) is 0.0847. (3) The peptide sequence is ESARPEDV. The MHC is Mamu-A02 with pseudo-sequence Mamu-A02. The binding affinity (normalized) is 0.121. (4) The peptide sequence is NPTVDGITVI. The MHC is HLA-B53:01 with pseudo-sequence HLA-B53:01. The binding affinity (normalized) is 0.276. (5) The peptide sequence is DSIKDVIHDY. The MHC is HLA-A03:01 with pseudo-sequence HLA-A03:01. The binding affinity (normalized) is 0. (6) The peptide sequence is YGIAAHWSY. The MHC is HLA-B58:01 with pseudo-sequence HLA-B58:01. The binding affinity (normalized) is 0.643.